This data is from Catalyst prediction with 721,799 reactions and 888 catalyst types from USPTO. The task is: Predict which catalyst facilitates the given reaction. Reactant: [CH:1]1([C:4]2[O:8][N:7]=[C:6]([C:9]3[CH:14]=[CH:13][CH:12]=[CH:11][C:10]=3[O:15][C:16]([F:19])([F:18])[F:17])[C:5]=2[CH2:20][O:21][CH:22]2[CH2:28][CH:27]3[N:29]([C:30]4[CH:42]=[CH:41][C:33]5[C:34]([C:37]([O:39]C)=[O:38])=[N:35][S:36][C:32]=5[CH:31]=4)[CH:24]([CH2:25][CH2:26]3)[CH2:23]2)[CH2:3][CH2:2]1.[Li+].[OH-]. Product: [CH:1]1([C:4]2[O:8][N:7]=[C:6]([C:9]3[CH:14]=[CH:13][CH:12]=[CH:11][C:10]=3[O:15][C:16]([F:17])([F:19])[F:18])[C:5]=2[CH2:20][O:21][CH:22]2[CH2:28][CH:27]3[N:29]([C:30]4[CH:42]=[CH:41][C:33]5[C:34]([C:37]([OH:39])=[O:38])=[N:35][S:36][C:32]=5[CH:31]=4)[CH:24]([CH2:25][CH2:26]3)[CH2:23]2)[CH2:3][CH2:2]1. The catalyst class is: 87.